This data is from Full USPTO retrosynthesis dataset with 1.9M reactions from patents (1976-2016). The task is: Predict the reactants needed to synthesize the given product. (1) Given the product [C:30]([O:34][C:35](=[O:50])[C@H:36]([NH:42][C:43]([O:45][C:46]([CH3:49])([CH3:48])[CH3:47])=[O:44])[CH2:37][CH2:38][C:39]([N:7]1[C:8]2[C:4](=[CH:3][C:2]([Br:1])=[CH:10][CH:9]=2)[C:5](/[C:11](/[C:23]#[N:24])=[CH:12]/[C:13]2[CH:14]=[C:15]([C:16]#[N:17])[CH:18]=[CH:19][C:20]=2[O:21][CH3:22])=[CH:6]1)=[O:40])([CH3:33])([CH3:32])[CH3:31], predict the reactants needed to synthesize it. The reactants are: [Br:1][C:2]1[CH:3]=[C:4]2[C:8](=[CH:9][CH:10]=1)[NH:7][CH:6]=[C:5]2/[C:11](/[C:23]#[N:24])=[CH:12]/[C:13]1[CH:14]=[C:15]([CH:18]=[CH:19][C:20]=1[O:21][CH3:22])[C:16]#[N:17].CN(C=O)C.[C:30]([O:34][C:35](=[O:50])[C@@H:36]([NH:42][C:43]([O:45][C:46]([CH3:49])([CH3:48])[CH3:47])=[O:44])[CH2:37][CH2:38][C:39](O)=[O:40])([CH3:33])([CH3:32])[CH3:31].C1CN([P+](ON2N=NC3C=CC=CC2=3)(N2CCCC2)N2CCCC2)CC1.F[P-](F)(F)(F)(F)F. (2) Given the product [CH3:22][O:23][C:24]1[CH:33]=[CH:32][CH:31]=[CH:30][C:25]=1/[CH:26]=[CH:27]/[CH2:28][OH:29], predict the reactants needed to synthesize it. The reactants are: CC(C[AlH]CC(C)C)C.COC1C=CC(/C=C/C=O)=CC=1.[CH3:22][O:23][C:24]1[CH:33]=[CH:32][CH:31]=[CH:30][C:25]=1/[CH:26]=[CH:27]/[CH:28]=[O:29]. (3) Given the product [CH3:8][O:7][C:6]1[N:5]([C:9]2[CH:24]=[CH:23][C:12]([C:13]([NH:15][CH2:16][CH:17]3[CH2:22][CH2:21][O:20][CH2:19][CH2:18]3)=[O:14])=[CH:11][N:10]=2)[N:4]=[CH:3][C:2]=1[C:29]1[CH:30]=[CH:31][N:26]([CH3:25])[C:27](=[O:41])[CH:28]=1, predict the reactants needed to synthesize it. The reactants are: Br[C:2]1[CH:3]=[N:4][N:5]([C:9]2[CH:24]=[CH:23][C:12]([C:13]([NH:15][CH2:16][CH:17]3[CH2:22][CH2:21][O:20][CH2:19][CH2:18]3)=[O:14])=[CH:11][N:10]=2)[C:6]=1[O:7][CH3:8].[CH3:25][N:26]1[CH:31]=[CH:30][C:29](B2OC(C)(C)C(C)(C)O2)=[CH:28][C:27]1=[O:41].C(=O)(O)[O-].[Na+]. (4) Given the product [NH2:1][C:2]1[C:7]([N+:8]([O-:10])=[O:9])=[CH:6][CH:5]=[CH:4][C:3]=1[O:11][CH2:24][C:25]([O:27][C:28]([CH3:31])([CH3:30])[CH3:29])=[O:26], predict the reactants needed to synthesize it. The reactants are: [NH2:1][C:2]1[C:7]([N+:8]([O-:10])=[O:9])=[CH:6][CH:5]=[CH:4][C:3]=1[OH:11].CN(C)C=O.C(=O)([O-])[O-].[K+].[K+].Br[CH2:24][C:25]([O:27][C:28]([CH3:31])([CH3:30])[CH3:29])=[O:26]. (5) Given the product [Cl:38][C:35]1[CH:36]=[CH:37][C:32]([CH:8]([C:5]2[CH:4]=[CH:3][C:2]([Cl:1])=[CH:7][CH:6]=2)[C:9]2[CH:10]=[C:11]3[C:16](=[CH:17][CH:18]=2)[N:15]=[N:14][CH:13]=[C:12]3[NH:19][CH2:20][CH2:21][C:22]2[CH:31]=[CH:30][C:25]([C:26]([OH:28])=[O:27])=[CH:24][CH:23]=2)=[CH:33][CH:34]=1, predict the reactants needed to synthesize it. The reactants are: [Cl:1][C:2]1[CH:7]=[CH:6][C:5]([CH:8]([C:32]2[CH:37]=[CH:36][C:35]([Cl:38])=[CH:34][CH:33]=2)[C:9]2[CH:10]=[C:11]3[C:16](=[CH:17][CH:18]=2)[N:15]=[N:14][CH:13]=[C:12]3[NH:19][CH2:20][CH2:21][C:22]2[CH:31]=[CH:30][C:25]([C:26]([O:28]C)=[O:27])=[CH:24][CH:23]=2)=[CH:4][CH:3]=1.[OH-].[Na+]. (6) Given the product [Cl:1][C:2]1[CH:31]=[C:30]([Cl:32])[CH:29]=[CH:28][C:3]=1[O:4][C:5]1[CH:10]=[CH:9][CH:8]=[CH:7][C:6]=1[NH:11][S:12]([C:15]1[CH:27]=[CH:26][C:18]([C:19]([NH:21][CH2:22][C:23](=[O:25])[N:34]([CH3:33])[CH2:35][CH2:36][C:37]2[CH:42]=[CH:41][CH:40]=[CH:39][N:38]=2)=[O:20])=[CH:17][CH:16]=1)(=[O:14])=[O:13], predict the reactants needed to synthesize it. The reactants are: [Cl:1][C:2]1[CH:31]=[C:30]([Cl:32])[CH:29]=[CH:28][C:3]=1[O:4][C:5]1[CH:10]=[CH:9][CH:8]=[CH:7][C:6]=1[NH:11][S:12]([C:15]1[CH:27]=[CH:26][C:18]([C:19]([NH:21][CH2:22][C:23]([OH:25])=O)=[O:20])=[CH:17][CH:16]=1)(=[O:14])=[O:13].[CH3:33][NH:34][CH2:35][CH2:36][C:37]1[CH:42]=[CH:41][CH:40]=[CH:39][N:38]=1.